From a dataset of Full USPTO retrosynthesis dataset with 1.9M reactions from patents (1976-2016). Predict the reactants needed to synthesize the given product. (1) Given the product [CH3:24][N:25]1[CH2:30][CH2:29][N:28]([C:31]2[CH:39]=[CH:38][CH:37]=[CH:36][C:32]=2[C:33]([NH:1][CH2:2][C@H:3]2[N:8]([C:9]([C:11]3[N:12]=[C:13]([CH3:23])[S:14][C:15]=3[C:16]3[CH:17]=[C:18]([CH3:22])[CH:19]=[CH:20][CH:21]=3)=[O:10])[CH2:7][C@H:6]3[C@@H:4]2[CH2:5]3)=[O:34])[CH2:27][CH2:26]1, predict the reactants needed to synthesize it. The reactants are: [NH2:1][CH2:2][C@H:3]1[N:8]([C:9]([C:11]2[N:12]=[C:13]([CH3:23])[S:14][C:15]=2[C:16]2[CH:17]=[C:18]([CH3:22])[CH:19]=[CH:20][CH:21]=2)=[O:10])[CH2:7][C@H:6]2[C@@H:4]1[CH2:5]2.[CH3:24][N:25]1[CH2:30][CH2:29][N:28]([C:31]2[CH:39]=[CH:38][CH:37]=[CH:36][C:32]=2[C:33](O)=[O:34])[CH2:27][CH2:26]1. (2) Given the product [I:11][C:6]1[CH:5]=[C:4]([CH:9]=[CH:8][C:7]=1[CH3:10])[C:3]([OH:12])=[O:2], predict the reactants needed to synthesize it. The reactants are: C[O:2][C:3](=[O:12])[C:4]1[CH:9]=[CH:8][C:7]([CH3:10])=[C:6]([I:11])[CH:5]=1.[OH-].[Na+].O. (3) Given the product [CH2:1]([NH:5][C:25]([C:11]1([CH2:10][CH2:9][CH2:8][CH2:7][Br:6])[C:24]2[CH:23]=[CH:22][CH:21]=[CH:20][C:19]=2[O:18][C:17]2[C:12]1=[CH:13][CH:14]=[CH:15][CH:16]=2)=[O:26])[CH2:2][CH2:3][CH3:4], predict the reactants needed to synthesize it. The reactants are: [CH2:1]([NH2:5])[CH2:2][CH2:3][CH3:4].[Br:6][CH2:7][CH2:8][CH2:9][CH2:10][C:11]1([C:25](Cl)=[O:26])[C:24]2[CH:23]=[CH:22][CH:21]=[CH:20][C:19]=2[O:18][C:17]2[C:12]1=[CH:13][CH:14]=[CH:15][CH:16]=2. (4) The reactants are: [C:1]([O:5][CH2:6][CH2:7][O:8][CH2:9][CH2:10][OH:11])(=[O:4])[CH:2]=[CH2:3].C(N([CH2:17][CH3:18])CC)C.[C:19](Cl)(=[O:23])[C:20](Cl)=[O:21]. Given the product [C:1]([O:5][CH2:6][CH2:7][O:8][CH2:9][CH2:10][O:11][C:19](=[O:23])[C:20]([O:11][CH2:10][CH2:9][O:8][CH2:7][CH2:6][O:5][C:1](=[O:4])[CH:17]=[CH2:18])=[O:21])(=[O:4])[CH:2]=[CH2:3], predict the reactants needed to synthesize it. (5) Given the product [C:1]1([CH3:34])[CH:6]=[CH:5][C:4]([N:7]([CH:15]2[CH2:20][CH2:19][N:18]([CH2:21][CH2:22][C:23]3([CH2:29][C:30]([OH:32])=[O:31])[CH2:28][CH2:27][CH2:26][CH2:25][CH2:24]3)[CH2:17][CH2:16]2)[C:8]([C:10]2[O:11][CH:12]=[CH:13][CH:14]=2)=[O:9])=[CH:3][CH:2]=1, predict the reactants needed to synthesize it. The reactants are: [C:1]1([CH3:34])[CH:6]=[CH:5][C:4]([N:7]([CH:15]2[CH2:20][CH2:19][N:18]([CH2:21][CH2:22][C:23]3([CH2:29][C:30]([O:32]C)=[O:31])[CH2:28][CH2:27][CH2:26][CH2:25][CH2:24]3)[CH2:17][CH2:16]2)[C:8]([C:10]2[O:11][CH:12]=[CH:13][CH:14]=2)=[O:9])=[CH:3][CH:2]=1.O.[OH-].[Li+].O1CCOCC1.C(O)(=O)C.